This data is from Catalyst prediction with 721,799 reactions and 888 catalyst types from USPTO. The task is: Predict which catalyst facilitates the given reaction. (1) Reactant: [C:1](OC1C=CC(C2C=CC=CC=2)=CC=1)(=[O:4])[C:2]#[CH:3].[C:18]1([SH:24])[CH:23]=[CH:22][CH:21]=[CH:20][CH:19]=1.C(O)(=O)C#C.C1CCC(N=C=NC2CCCCC2)CC1. Product: [C:1](=[O:4])([S:24][C:18]1[CH:23]=[CH:22][CH:21]=[CH:20][CH:19]=1)[C:2]#[CH:3]. The catalyst class is: 142. (2) Reactant: N1C(=O)[C@H](CCCCN)NC(=O)[C@@H](CC2C=CC=CC=2)NC(=O)[C@H](CC(=O)O)NC(=O)CNC(=O)[C@@H]1CCCNC(=N)N.[NH2:44][C@H:45]([C:67]([NH:69][CH2:70][C:71]([NH:73][C@H:74]([C:83]([NH:85][C@@H:86]([C:94]([NH:96][C@H:97]([C:110](O)=[O:111])[CH2:98][CH2:99][CH2:100][CH2:101][NH:102][C:103]([O:105][C:106]([CH3:109])([CH3:108])[CH3:107])=[O:104])=[O:95])[CH2:87][C:88]1[CH:93]=[CH:92][CH:91]=[CH:90][CH:89]=1)=[O:84])[CH2:75][C:76](=[O:82])[O:77][C:78]([CH3:81])([CH3:80])[CH3:79])=[O:72])=[O:68])[CH2:46][CH2:47][CH2:48][NH:49][C:50](=[NH:66])[NH:51][S:52]([C:55]1[C:64]([CH3:65])=[C:62]([CH3:63])[C:59]([O:60][CH3:61])=[CH:58][C:56]=1[CH3:57])(=[O:54])=[O:53]. The catalyst class is: 66. Product: [NH:44]1[C:110](=[O:111])[C@H:97]([CH2:98][CH2:99][CH2:100][CH2:101][NH:102][C:103]([O:105][C:106]([CH3:107])([CH3:109])[CH3:108])=[O:104])[NH:96][C:94](=[O:95])[C@@H:86]([CH2:87][C:88]2[CH:89]=[CH:90][CH:91]=[CH:92][CH:93]=2)[NH:85][C:83](=[O:84])[C@H:74]([CH2:75][C:76](=[O:82])[O:77][C:78]([CH3:79])([CH3:80])[CH3:81])[NH:73][C:71](=[O:72])[CH2:70][NH:69][C:67](=[O:68])[C@@H:45]1[CH2:46][CH2:47][CH2:48][NH:49][C:50](=[NH:66])[NH:51][S:52]([C:55]1[C:64]([CH3:65])=[C:62]([CH3:63])[C:59]([O:60][CH3:61])=[CH:58][C:56]=1[CH3:57])(=[O:54])=[O:53]. (3) Product: [C:1]([O:5][CH:6]([N:8]1[CH2:12][CH2:11][CH2:10][C@H:9]1[C:13]1[NH:18][C:17]2[CH:19]=[CH:20][C:21]([Cl:23])=[CH:22][C:16]=2[N:15]=1)[OH:7])([CH3:4])([CH3:3])[CH3:2]. Reactant: [C:1]([O:5][C:6]([N:8]1[CH2:12][CH2:11][CH2:10][C@H:9]1[CH:13]=O)=[O:7])([CH3:4])([CH3:3])[CH3:2].[NH2:15][C:16]1[CH:22]=[C:21]([Cl:23])[CH:20]=[CH:19][C:17]=1[NH2:18]. The catalyst class is: 8. (4) Reactant: [F:1][C:2]1[CH:7]=[CH:6][C:5]([C:8]2[CH:13]=[CH:12][CH:11]=[C:10]([C@H:14]3[CH2:18][C:17]4([CH2:23][CH2:22][N:21](C(OC(C)(C)C)=O)[CH2:20][CH2:19]4)[O:16][CH2:15]3)[CH:9]=2)=[CH:4][CH:3]=1.[ClH:31]. Product: [ClH:31].[F:1][C:2]1[CH:3]=[CH:4][C:5]([C:8]2[CH:13]=[CH:12][CH:11]=[C:10]([C@H:14]3[CH2:18][C:17]4([CH2:23][CH2:22][NH:21][CH2:20][CH2:19]4)[O:16][CH2:15]3)[CH:9]=2)=[CH:6][CH:7]=1. The catalyst class is: 12.